This data is from Full USPTO retrosynthesis dataset with 1.9M reactions from patents (1976-2016). The task is: Predict the reactants needed to synthesize the given product. (1) Given the product [NH:3]1[CH:7]=[CH:6][N:5]=[C:4]1[CH2:13][O:12][CH2:11][CH2:10][Si:9]([CH3:16])([CH3:15])[CH3:8], predict the reactants needed to synthesize it. The reactants are: [H-].[Na+].[NH:3]1[CH:7]=[CH:6][N:5]=[CH:4]1.[CH3:8][Si:9]([CH3:16])([CH3:15])[CH2:10][CH2:11][O:12][CH2:13]Cl.O. (2) Given the product [S:13]1[C:12]2[CH:11]=[CH:10][N:9]=[CH:8][C:7]=2[N:6]=[CH:14]1, predict the reactants needed to synthesize it. The reactants are: C(O[NH:6][C:7]1[CH:8]=[N:9][CH:10]=[CH:11][C:12]=1[SH:13])(C)(C)C.[CH:14](O)=O.